Dataset: Forward reaction prediction with 1.9M reactions from USPTO patents (1976-2016). Task: Predict the product of the given reaction. (1) Given the reactants [Cl:1][C:2]1[CH:7]=[CH:6][C:5]([O:8][CH2:9][CH2:10][O:11][CH3:12])=[CH:4][C:3]=1[CH3:13].[Br:14]N1C(=O)CCC1=O.CC(N=NC(C#N)(C)C)(C#N)C, predict the reaction product. The product is: [Br:14][CH2:13][C:3]1[CH:4]=[C:5]([O:8][CH2:9][CH2:10][O:11][CH3:12])[CH:6]=[CH:7][C:2]=1[Cl:1]. (2) The product is: [CH3:9][O:8][C:6]1[CH:5]=[CH:4][N:3]=[C:2]([C:38]2[CH:39]=[N:40][C:35]([N:20]3[C:21]4[C:26](=[CH:25][CH:24]=[C:23]([C:27]([N:29]5[CH2:34][CH2:33][O:32][CH2:31][CH2:30]5)=[O:28])[CH:22]=4)[C:18]([S:17][CH3:16])=[CH:19]3)=[N:36][CH:37]=2)[CH:7]=1. Given the reactants Br[C:2]1[CH:7]=[C:6]([O:8][CH3:9])[CH:5]=[CH:4][N:3]=1.C(=O)([O-])[O-].[K+].[K+].[CH3:16][S:17][C:18]1[C:26]2[C:21](=[CH:22][C:23]([C:27]([N:29]3[CH2:34][CH2:33][O:32][CH2:31][CH2:30]3)=[O:28])=[CH:24][CH:25]=2)[N:20]([C:35]2[N:40]=[CH:39][C:38](B3OC(C)(C)C(C)(C)O3)=[CH:37][N:36]=2)[CH:19]=1, predict the reaction product.